From a dataset of Catalyst prediction with 721,799 reactions and 888 catalyst types from USPTO. Predict which catalyst facilitates the given reaction. (1) Product: [CH2:12]([C@H:19]1[CH2:23][O:22][C:21](=[O:24])[N:20]1[C:29](=[O:30])[CH2:28][CH2:27][CH2:26][CH3:25])[C:13]1[CH:14]=[CH:15][CH:16]=[CH:17][CH:18]=1. Reactant: C([Li])CCC.CCCCCC.[CH2:12]([C@H:19]1[CH2:23][O:22][C:21](=[O:24])[NH:20]1)[C:13]1[CH:18]=[CH:17][CH:16]=[CH:15][CH:14]=1.[CH3:25][CH2:26][CH2:27][CH2:28][C:29](Cl)=[O:30].[Cl-].[NH4+]. The catalyst class is: 7. (2) The catalyst class is: 3. Product: [NH2:4][CH:5]1[CH2:14][C:13]2[C:8](=[CH:9][CH:10]=[CH:11][CH:12]=2)[N:7]([CH2:21][CH:22]2[CH2:27][O:26][C:25]([CH3:29])([CH3:28])[O:24][CH2:23]2)[C:6]1=[O:15]. Reactant: [H-].[Na+].Cl.[NH2:4][CH:5]1[CH2:14][C:13]2[C:8](=[CH:9][CH:10]=[CH:11][CH:12]=2)[NH:7][C:6]1=[O:15].CS(O[CH2:21][CH:22]1[CH2:27][O:26][C:25]([CH3:29])([CH3:28])[O:24][CH2:23]1)(=O)=O. (3) Reactant: [NH2:1][C:2]1[CH:3]=[C:4]([CH:9]=[C:10](Br)[CH:11]=1)[C:5]([O:7][CH3:8])=[O:6].[C:13]1(B(O)O)[CH:18]=[CH:17][CH:16]=[CH:15][CH:14]=1.C(=O)([O-])[O-].[K+].[K+].Cl. Product: [NH2:1][C:2]1[CH:3]=[C:4]([C:5]([O:7][CH3:8])=[O:6])[CH:9]=[C:10]([C:13]2[CH:18]=[CH:17][CH:16]=[CH:15][CH:14]=2)[CH:11]=1. The catalyst class is: 70. (4) Reactant: [F:1][C:2]1[CH:19]=[CH:18][C:5]([CH2:6][CH:7]2[CH2:12][CH2:11][N:10]([C:13](=[O:17])[C:14]([OH:16])=O)[CH2:9][CH2:8]2)=[CH:4][CH:3]=1.[NH2:20][C:21]1[CH:22]=[C:23]([OH:27])[CH:24]=[CH:25][CH:26]=1. Product: [F:1][C:2]1[CH:3]=[CH:4][C:5]([CH2:6][CH:7]2[CH2:8][CH2:9][N:10]([C:13](=[O:17])[C:14]([NH:20][C:21]3[CH:26]=[CH:25][CH:24]=[C:23]([OH:27])[CH:22]=3)=[O:16])[CH2:11][CH2:12]2)=[CH:18][CH:19]=1. The catalyst class is: 27. (5) Reactant: [N-:1]=[N+:2]=[N-:3].[Na+].[Si](Cl)(Cl)(Cl)Cl.[CH3:10][O:11][C:12]1[CH:17]=[CH:16][CH:15]=[CH:14][C:13]=1[CH2:18][C:19]([NH:21][C:22]1[CH:27]=[CH:26][C:25]([N+:28]([O-:30])=[O:29])=[CH:24][N:23]=1)=O.C(=O)([O-])O.[Na+]. Product: [CH3:10][O:11][C:12]1[CH:17]=[CH:16][CH:15]=[CH:14][C:13]=1[CH2:18][C:19]1[N:21]([C:22]2[CH:27]=[CH:26][C:25]([N+:28]([O-:30])=[O:29])=[CH:24][N:23]=2)[N:3]=[N:2][N:1]=1. The catalyst class is: 10. (6) Reactant: Cl[C:2]1[N:7]=[CH:6][C:5]2[C:8]([N:14]3[CH2:20][C:16]4([CH2:19][O:18][CH2:17]4)[CH2:15]3)=[N:9][N:10]([CH:11]([CH3:13])[CH3:12])[C:4]=2[CH:3]=1.[CH:21]1([S:24]([N:27]2[CH:31]=[C:30]([C:32]3[N:37]=[C:36]([NH2:38])[CH:35]=[CH:34][N:33]=3)[CH:29]=[N:28]2)(=[O:26])=[O:25])[CH2:23][CH2:22]1.C(=O)([O-])[O-].[Cs+].[Cs+].C1(P(C2CCCCC2)C2C=CC=CC=2C2C(C(C)C)=CC(C(C)C)=CC=2C(C)C)CCCCC1. Product: [CH:21]1([S:24]([N:27]2[CH:31]=[C:30]([C:32]3[N:37]=[C:36]([NH:38][C:2]4[N:7]=[CH:6][C:5]5[C:8]([N:14]6[CH2:20][C:16]7([CH2:19][O:18][CH2:17]7)[CH2:15]6)=[N:9][N:10]([CH:11]([CH3:13])[CH3:12])[C:4]=5[CH:3]=4)[CH:35]=[CH:34][N:33]=3)[CH:29]=[N:28]2)(=[O:25])=[O:26])[CH2:23][CH2:22]1. The catalyst class is: 102. (7) Reactant: [CH2:1]([C@@H:8]1[CH2:13][N:12]([CH2:14][C:15]2[CH:20]=[CH:19][CH:18]=[CH:17][CH:16]=2)[CH2:11][CH2:10][N:9]1[C:21]([C:23]1[CH:27]=[C:26]([CH3:28])[N:25]([C:29]2[CH:30]=[C:31]([N:35]3[CH2:40][CH2:39][CH:38]([C:41]([OH:43])=O)[CH2:37][CH2:36]3)[CH:32]=[CH:33][CH:34]=2)[C:24]=1[C:44]1[CH:49]=[CH:48][CH:47]=[CH:46][CH:45]=1)=[O:22])[C:2]1[CH:7]=[CH:6][CH:5]=[CH:4][CH:3]=1.CCN=C=NCCCN(C)C.Cl.C1C=CC2N(O)N=NC=2C=1.[NH2:72][CH2:73][CH2:74][CH2:75][CH2:76][OH:77].C(=O)(O)[O-].[Na+]. Product: [CH2:1]([C@@H:8]1[CH2:13][N:12]([CH2:14][C:15]2[CH:20]=[CH:19][CH:18]=[CH:17][CH:16]=2)[CH2:11][CH2:10][N:9]1[C:21]([C:23]1[CH:27]=[C:26]([CH3:28])[N:25]([C:29]2[CH:30]=[C:31]([N:35]3[CH2:40][CH2:39][CH:38]([C:41]([NH:72][CH2:73][CH2:74][CH2:75][CH2:76][OH:77])=[O:43])[CH2:37][CH2:36]3)[CH:32]=[CH:33][CH:34]=2)[C:24]=1[C:44]1[CH:49]=[CH:48][CH:47]=[CH:46][CH:45]=1)=[O:22])[C:2]1[CH:3]=[CH:4][CH:5]=[CH:6][CH:7]=1. The catalyst class is: 3.